From a dataset of Full USPTO retrosynthesis dataset with 1.9M reactions from patents (1976-2016). Predict the reactants needed to synthesize the given product. (1) Given the product [Br:7][C:8]1[CH:9]=[C:10]([C:16]2([C:17]#[N:18])[CH2:24][CH2:23][O:22][CH2:21][CH2:20]2)[CH:11]=[CH:12][C:13]=1[O:14][CH3:15], predict the reactants needed to synthesize it. The reactants are: CC(C)([O-])C.[Na+].[Br:7][C:8]1[CH:9]=[C:10]([CH2:16][C:17]#[N:18])[CH:11]=[CH:12][C:13]=1[O:14][CH3:15].Br[CH2:20][CH2:21][O:22][CH2:23][CH2:24]Br. (2) Given the product [C:1]([O:5][C:6]([N:8]1[CH2:13][CH2:12][C@@H:11]([CH2:14][CH2:15][O:16][Si:23]([C:20]([CH3:22])([CH3:21])[CH3:19])([CH3:25])[CH3:24])[C@@H:10]([CH:17]=[CH2:18])[CH2:9]1)=[O:7])([CH3:4])([CH3:3])[CH3:2], predict the reactants needed to synthesize it. The reactants are: [C:1]([O:5][C:6]([N:8]1[CH2:13][CH2:12][C@@H:11]([CH2:14][CH2:15][OH:16])[C@@H:10]([CH:17]=[CH2:18])[CH2:9]1)=[O:7])([CH3:4])([CH3:3])[CH3:2].[CH3:19][C:20]([Si:23](Cl)([CH3:25])[CH3:24])([CH3:22])[CH3:21]. (3) Given the product [C:12]1([NH:11][C:10]([C:7]2[CH:8]=[CH:9][C:4]([C:3]([OH:19])=[O:2])=[CH:5][N:6]=2)=[O:18])[CH:13]=[CH:14][CH:15]=[CH:16][CH:17]=1, predict the reactants needed to synthesize it. The reactants are: C[O:2][C:3](=[O:19])[C:4]1[CH:9]=[CH:8][C:7]([C:10](=[O:18])[NH:11][C:12]2[CH:17]=[CH:16][CH:15]=[CH:14][CH:13]=2)=[N:6][CH:5]=1. (4) Given the product [CH3:2][C@H:3]1[N:4]([C:20]([C:33]2[CH:37]=[CH:38][CH:39]=[CH:40][C:32]=2[N:28]2[N:29]=[N:30][CH:31]=[N:27]2)=[O:22])[CH2:5][C@H:6]([O:9][C:10]2[CH:15]=[C:14]([C:16]([F:17])([F:18])[F:19])[CH:13]=[CH:12][N:11]=2)[CH2:7][CH2:8]1, predict the reactants needed to synthesize it. The reactants are: Cl.[CH3:2][C@@H:3]1[CH2:8][CH2:7][C@@H:6]([O:9][C:10]2[CH:15]=[C:14]([C:16]([F:19])([F:18])[F:17])[CH:13]=[CH:12][N:11]=2)[CH2:5][N:4]1[C:20]([O:22]C(C)(C)C)=O.[N:27]1[N:28]([C:32]2[CH:40]=[CH:39][CH:38]=[CH:37][C:33]=2C(O)=O)[N:29]=[N:30][CH:31]=1.C(Cl)CCl.ON1C2C=CC=CC=2N=N1.C(N(CC)CC)C. (5) The reactants are: [CH3:1][O:2][C:3]1[CH:4]=[C:5]2[C:10](=[CH:11][C:12]=1[O:13][CH:14]([C:20](OCC)=[O:21])[C:15](OCC)=[O:16])[N:9]=[CH:8][CH:7]=[C:6]2[O:25][C:26]1[C:27]([CH3:36])=[N:28][C:29]2[C:34]([CH:35]=1)=[CH:33][CH:32]=[CH:31][CH:30]=2.[H-].[Al+3].[Li+].[H-].[H-].[H-].O. Given the product [CH3:1][O:2][C:3]1[CH:4]=[C:5]2[C:10](=[CH:11][C:12]=1[O:13][CH:14]([CH2:20][OH:21])[CH2:15][OH:16])[N:9]=[CH:8][CH:7]=[C:6]2[O:25][C:26]1[C:27]([CH3:36])=[N:28][C:29]2[C:34]([CH:35]=1)=[CH:33][CH:32]=[CH:31][CH:30]=2, predict the reactants needed to synthesize it. (6) Given the product [Cl:28][C:23]1[CH:24]=[CH:25][CH:26]=[CH:27][C:22]=1[N:6]1[C:7]([C:8]2[CH:13]=[CH:12][C:11]([OH:14])=[CH:10][CH:9]=2)=[C:3]([CH2:2][OH:40])[C:4]([C:29]([O:31][CH2:32][CH3:33])=[O:30])=[N:5]1, predict the reactants needed to synthesize it. The reactants are: Br[CH2:2][C:3]1[C:4]([C:29]([O:31][CH2:32][CH3:33])=[O:30])=[N:5][N:6]([C:22]2[CH:27]=[CH:26][CH:25]=[CH:24][C:23]=2[Cl:28])[C:7]=1[C:8]1[CH:13]=[CH:12][C:11]([O:14][Si](C(C)(C)C)(C)C)=[CH:10][CH:9]=1.C(Cl)Cl.O.CC(C)=[O:40]. (7) Given the product [C:2]([O:1][CH:2]1[O:10][C@@H:9]([CH2:11][O:12][C:17](=[O:19])[CH3:18])[C@H:7]([O:8][C:24](=[O:23])[CH3:25])[C@@H:5]([O:6][C:9](=[O:10])[CH3:11])[C@H:3]1[O:4][C:5](=[O:6])[CH3:7])(=[O:1])[CH3:3], predict the reactants needed to synthesize it. The reactants are: [O:1]=[CH:2][C@@H:3]([C@@H:5]([C@H:7]([C@H:9]([CH2:11][OH:12])[OH:10])[OH:8])[OH:6])[OH:4].C(O[C:17](=[O:19])[CH3:18])(=O)C.C([O:23][CH2:24][CH3:25])(=O)C. (8) Given the product [CH3:21][N:18]1[C:16]2[N:17]=[C:12]([N:10]3[CH2:9][C:8]([CH3:23])([C:5]4[CH:6]=[CH:7][CH:2]=[CH:3][CH:4]=4)[CH2:11]3)[NH:13][C:14](=[O:22])[C:15]=2[CH:20]=[CH:19]1, predict the reactants needed to synthesize it. The reactants are: Br[C:2]1[CH:7]=[CH:6][C:5]([C:8]2([CH3:23])[CH2:11][N:10]([C:12]3[NH:13][C:14](=[O:22])[C:15]4[CH:20]=[CH:19][N:18]([CH3:21])[C:16]=4[N:17]=3)[CH2:9]2)=[CH:4][CH:3]=1.[H][H]. (9) Given the product [NH2:22][O:21][CH2:20][CH2:19][O:18][CH2:17][CH2:16][N:4]1[C:5]2[C:14]3[CH:13]=[CH:12][CH:11]=[CH:10][C:9]=3[N:8]=[C:7]([NH2:45])[C:6]=2[N:15]=[C:3]1[CH2:1][CH3:2], predict the reactants needed to synthesize it. The reactants are: [CH2:1]([C:3]1[N:4]([CH2:16][CH2:17][O:18][CH2:19][CH2:20][O:21][N:22]2C(=O)C3C(=CC=CC=3)C2=O)[C:5]2[C:14]3[CH:13]=[CH:12][CH:11]=[CH:10][C:9]=3[N:8]=[CH:7][C:6]=2[N:15]=1)[CH3:2].C1C=C(Cl)C=C(C(OO)=O)C=1.[OH-].[NH4+:45].C1(C)C=CC(S(Cl)(=O)=O)=CC=1. (10) Given the product [F:21][C:19]1[CH:18]=[CH:17][C:16]2[C:12]([C:9]3[CH:10]=[CH:11][C:6]([O:5][CH2:4][CH2:3][CH2:2][NH:26][CH2:25][C:24]4[CH:27]=[CH:28][CH:29]=[CH:30][C:23]=4[F:22])=[CH:7][CH:8]=3)=[N:13][O:14][C:15]=2[CH:20]=1, predict the reactants needed to synthesize it. The reactants are: Br[CH2:2][CH2:3][CH2:4][O:5][C:6]1[CH:11]=[CH:10][C:9]([C:12]2[C:16]3[CH:17]=[CH:18][C:19]([F:21])=[CH:20][C:15]=3[O:14][N:13]=2)=[CH:8][CH:7]=1.[F:22][C:23]1[CH:30]=[CH:29][CH:28]=[CH:27][C:24]=1[CH2:25][NH2:26].C(=O)([O-])[O-].[K+].[K+].[I-].[K+].